Dataset: Full USPTO retrosynthesis dataset with 1.9M reactions from patents (1976-2016). Task: Predict the reactants needed to synthesize the given product. (1) Given the product [C:1]([O:5][C:6]([N:8]1[CH2:13][CH2:12][N:11]([CH2:14][C:15]2[CH:20]=[C:19]([OH:21])[CH:18]=[CH:17][C:16]=2[Cl:26])[C:10](=[O:27])[CH2:9]1)=[O:7])([CH3:4])([CH3:2])[CH3:3], predict the reactants needed to synthesize it. The reactants are: [C:1]([O:5][C:6]([N:8]1[CH2:13][CH2:12][N:11]([CH2:14][C:15]2[CH:20]=[C:19]([O:21]S(C)(=O)=O)[CH:18]=[CH:17][C:16]=2[Cl:26])[C:10](=[O:27])[CH2:9]1)=[O:7])([CH3:4])([CH3:3])[CH3:2].CC(C)([O-])C.[K+]. (2) Given the product [OH:1][C:2]1[CH:7]=[C:6]([OH:8])[C:5]([CH:9]([CH3:10])[CH3:11])=[CH:4][C:3]=1[C:12]1[N:16]([C:17]2[CH:18]=[CH:19][C:20]([CH2:21][N:22]3[CH2:23][CH2:24][N:25]([CH2:28][CH2:29][CH2:30][CH2:31][N:32]([CH3:71])[C:33](=[O:70])[O:34][C:35]4([CH2:68][CH3:69])[C:65]5[CH:64]=[C:63]6[N:41]([CH2:42][C:43]7[C:44]6=[N:45][C:46]6[CH:47]=[CH:48][C:49]([OH:55])=[CH:50][C:51]=6[C:52]=7[CH2:53][CH3:54])[C:40](=[O:66])[C:39]=5[CH2:38][O:37][C:36]4=[O:67])[CH2:26][CH2:27]3)=[CH:72][CH:73]=2)[C:15]([OH:74])=[N:14][N:13]=1, predict the reactants needed to synthesize it. The reactants are: [OH:1][C:2]1[CH:7]=[C:6]([OH:8])[C:5]([CH:9]([CH3:11])[CH3:10])=[CH:4][C:3]=1[C:12]1[N:16]([C:17]2[CH:73]=[CH:72][C:20]([CH2:21][N:22]3[CH2:27][CH2:26][N:25]([CH2:28][CH2:29][CH2:30][CH2:31][N:32]([CH3:71])[C:33](=[O:70])[O:34][C:35]4([CH2:68][CH3:69])[C:65]5[CH:64]=[C:63]6[N:41]([CH2:42][C:43]7[C:44]6=[N:45][C:46]6[CH:47]=[CH:48][C:49]([O:55]C(OC(C)(C)C)=O)=[CH:50][C:51]=6[C:52]=7[CH2:53][CH3:54])[C:40](=[O:66])[C:39]=5[CH2:38][O:37][C:36]4=[O:67])[CH2:24][CH2:23]3)=[CH:19][CH:18]=2)[C:15]([OH:74])=[N:14][N:13]=1.Cl. (3) Given the product [Cl:22][C:23]1[CH:31]=[CH:30][C:29]([NH:32][C:33](=[O:40])[C:34]2[CH:39]=[CH:38][CH:37]=[N:36][CH:35]=2)=[CH:28][C:24]=1[C:25]([Cl:11])=[O:26], predict the reactants needed to synthesize it. The reactants are: NC1C=CC([Cl:11])=C(C=1)C(O)=O.Cl.C(Cl)(=O)C1C=CC=NC=1.[Cl:22][C:23]1[CH:31]=[CH:30][C:29]([NH:32][C:33](=[O:40])[C:34]2[CH:39]=[CH:38][CH:37]=[N:36][CH:35]=2)=[CH:28][C:24]=1[C:25](O)=[O:26].S(Cl)(Cl)=O.